From a dataset of Reaction yield outcomes from USPTO patents with 853,638 reactions. Predict the reaction yield, written as a fraction of the theoretical maximum amount of product (1.0 means a 100% yield; for example, 0.34 means a 34% yield). The product is [ClH:24].[NH2:1][C:2]1[O:3][CH2:4][C@H:5]([CH2:7][CH2:8][C:9]2[CH:14]=[CH:13][C:12]([N:15]3[CH2:23][C:22]4[C:17](=[CH:18][CH:19]=[CH:20][CH:21]=4)[C:16]3=[O:25])=[CH:11][CH:10]=2)[N:6]=1. The reactants are [NH2:1][C:2]1[O:3][CH2:4][C@H:5]([CH2:7][CH2:8][C:9]2[CH:14]=[CH:13][C:12]([N:15]3[CH2:23][C:22]4[C:17](=[CH:18][C:19]([Cl:24])=[CH:20][CH:21]=4)[C:16]3=[O:25])=[CH:11][CH:10]=2)[N:6]=1. The catalyst is CO. The yield is 0.550.